Dataset: Full USPTO retrosynthesis dataset with 1.9M reactions from patents (1976-2016). Task: Predict the reactants needed to synthesize the given product. (1) Given the product [NH2:14][C:7](=[NH:6])[NH:8][CH2:9][CH2:10][CH2:11][CH2:12][NH2:13], predict the reactants needed to synthesize it. The reactants are: S(O)(O)(=O)=O.[NH2:6][C:7](=[NH:14])[NH:8][CH2:9][CH2:10][CH2:11][CH2:12][NH2:13].C(N)(N)=NN.C(CNC(N)=N)CCNC(N)=N.OS(O)(=O)=O.[N+](C1C=CC=C2C=1NN=C2)([O-])=O. (2) Given the product [NH2:8][C:5]1[CH:4]=[C:3]([Cl:9])[C:2]([C:11]#[N:13])=[CH:7][N:6]=1, predict the reactants needed to synthesize it. The reactants are: Br[C:2]1[C:3]([Cl:9])=[CH:4][C:5]([NH2:8])=[N:6][CH:7]=1.C[C:11]([N:13](C)C)=O. (3) Given the product [CH2:1]([C:3]1[CH:4]=[CH:5][C:6]([F:9])=[C:7]([OH:28])[CH:8]=1)[CH3:2], predict the reactants needed to synthesize it. The reactants are: [CH2:1]([C:3]1[CH:8]=[CH:7][C:6]([F:9])=[CH:5][CH:4]=1)[CH3:2].CN(CCN(CCN(C)C)C)C.[Li]CCCC.B(OC)(OC)[O:28]C. (4) Given the product [C:28]1([C:19]2[CH:20]=[CH:21][CH:22]=[CH:23][CH:24]=2)[CH:29]=[CH:30][C:31]([C:6]([N:8]2[CH2:12][C:11](=[N:13][O:14][CH3:15])[CH2:10][C@H:9]2[C:16]([NH:34][CH2:35][CH:36]([C:38]2[CH:43]=[CH:42][C:41]([OH:44])=[C:40]([OH:45])[CH:39]=2)[OH:37])=[O:18])=[O:7])=[CH:32][CH:33]=1, predict the reactants needed to synthesize it. The reactants are: C(O[C:6]([N:8]1[CH2:12][C:11](=[N:13][O:14][CH3:15])[CH2:10][C@H:9]1[C:16]([OH:18])=O)=[O:7])(C)(C)C.[C:19]1([C:28]2[CH:33]=[CH:32][CH:31]=[CH:30][CH:29]=2)[CH:24]=[CH:23][C:22](C(Cl)=O)=[CH:21][CH:20]=1.[NH2:34][CH2:35][CH:36]([C:38]1[CH:39]=[C:40]([OH:45])[C:41]([OH:44])=[CH:42][CH:43]=1)[OH:37]. (5) Given the product [N:23]1([CH2:22][C:20]2[N:21]=[C:16]([C:14]([NH:13][C:10]3[CH:11]=[CH:12][C:7]([N:1]4[CH2:2][CH2:3][CH2:4][CH2:5][CH2:6]4)=[CH:8][C:9]=3[C:37]3[CH:42]=[C:41]([C:43](=[O:56])[NH:44][CH2:45][C:46]4[CH:51]=[CH:50][CH:49]=[C:48]([C:52]([F:53])([F:55])[F:54])[CH:47]=4)[CH:40]=[CH:39][N:38]=3)=[O:15])[CH:17]=[CH:18][CH:19]=2)[CH2:29][CH2:28][CH2:27][NH:26][CH2:25][CH2:24]1, predict the reactants needed to synthesize it. The reactants are: [N:1]1([C:7]2[CH:12]=[CH:11][C:10]([NH:13][C:14]([C:16]3[N:21]=[C:20]([CH2:22][N:23]4[CH2:29][CH2:28][CH2:27][N:26](C(OC(C)(C)C)=O)[CH2:25][CH2:24]4)[CH:19]=[CH:18][CH:17]=3)=[O:15])=[C:9]([C:37]3[CH:42]=[C:41]([C:43](=[O:56])[NH:44][CH2:45][C:46]4[CH:51]=[CH:50][CH:49]=[C:48]([C:52]([F:55])([F:54])[F:53])[CH:47]=4)[CH:40]=[CH:39][N:38]=3)[CH:8]=2)[CH2:6][CH2:5][CH2:4][CH2:3][CH2:2]1.FC(F)(F)C(O)=O.C(=O)(O)[O-].[Na+]. (6) Given the product [NH2:1][C:2]1[C:7]([C:8]#[N:9])=[C:6]([NH:37][CH:35]([C:34]2[C:25]([C:20]3[CH:21]=[CH:22][CH:23]=[CH:24][C:19]=3[F:18])=[N:26][C:27]3[C:32]([CH:33]=2)=[N:31][CH:30]=[CH:29][CH:28]=3)[CH3:36])[N:5]=[CH:4][N:3]=1, predict the reactants needed to synthesize it. The reactants are: [NH2:1][C:2]1[C:7]([C:8]#[N:9])=[C:6](Cl)[N:5]=[CH:4][N:3]=1.OC(C(F)(F)F)=O.[F:18][C:19]1[CH:24]=[CH:23][CH:22]=[CH:21][C:20]=1[C:25]1[C:34]([CH:35]([NH2:37])[CH3:36])=[CH:33][C:32]2[C:27](=[CH:28][CH:29]=[CH:30][N:31]=2)[N:26]=1.CCN(C(C)C)C(C)C.O. (7) Given the product [C:17]12([NH:16][C:15]([N:13]3[CH2:14][C:11]4([N:8]([S:35]([C:32]5[CH:33]=[CH:34][C:29]([Cl:28])=[CH:30][CH:31]=5)(=[O:37])=[O:36])[CH2:9][CH2:10]4)[CH2:12]3)=[O:27])[CH2:18][CH:19]3[CH2:25][CH:23]([CH2:22][CH:21]([CH2:20]3)[CH2:26]1)[CH2:24]2, predict the reactants needed to synthesize it. The reactants are: C(OC([N:8]1[C:11]2([CH2:14][N:13]([C:15](=[O:27])[NH:16][C:17]34[CH2:26][CH:21]5[CH2:22][CH:23]([CH2:25][CH:19]([CH2:20]5)[CH2:18]3)[CH2:24]4)[CH2:12]2)[CH2:10][CH2:9]1)=O)(C)(C)C.[Cl:28][C:29]1[CH:34]=[CH:33][C:32]([S:35](Cl)(=[O:37])=[O:36])=[CH:31][CH:30]=1. (8) Given the product [CH3:19][O:20][C:21](=[O:31])[C:22]1[CH:30]=[CH:29][CH:28]=[C:24]([C:25]([NH:13][CH:10]2[CH2:11][CH2:12][N:7]([CH2:6][C:5]3[CH:14]=[CH:15][C:2]([Cl:1])=[C:3]([O:16][CH2:17][CH3:18])[CH:4]=3)[CH2:8][CH2:9]2)=[O:26])[CH:23]=1, predict the reactants needed to synthesize it. The reactants are: [Cl:1][C:2]1[CH:15]=[CH:14][C:5]([CH2:6][N:7]2[CH2:12][CH2:11][CH:10]([NH2:13])[CH2:9][CH2:8]2)=[CH:4][C:3]=1[O:16][CH2:17][CH3:18].[CH3:19][O:20][C:21](=[O:31])[C:22]1[CH:30]=[CH:29][CH:28]=[C:24]([C:25](O)=[O:26])[CH:23]=1. (9) Given the product [Cl:23][C:4]1[N:5]=[C:6]([C:10]2[CH:11]=[CH:12][C:13]([O:16][C:17]3[CH:22]=[CH:21][CH:20]=[CH:19][CH:18]=3)=[CH:14][CH:15]=2)[C:7]2[C:8]([NH2:9])=[N:24][NH:25][C:2]=2[CH:3]=1, predict the reactants needed to synthesize it. The reactants are: Cl[C:2]1[C:7]([C:8]#[N:9])=[C:6]([C:10]2[CH:15]=[CH:14][C:13]([O:16][C:17]3[CH:22]=[CH:21][CH:20]=[CH:19][CH:18]=3)=[CH:12][CH:11]=2)[N:5]=[C:4]([Cl:23])[CH:3]=1.[NH2:24][NH2:25].